This data is from Forward reaction prediction with 1.9M reactions from USPTO patents (1976-2016). The task is: Predict the product of the given reaction. (1) Given the reactants [Sn](Cl)Cl.[Br:4][C:5]1[CH:6]=[CH:7][C:8]([N+:14]([O-])=O)=[C:9]([C:11](=[O:13])[CH3:12])[CH:10]=1.[C:17]([O:22][CH2:23][CH3:24])(=[O:21])[C:18]([CH3:20])=O, predict the reaction product. The product is: [Br:4][C:5]1[CH:10]=[C:9]2[C:8](=[CH:7][CH:6]=1)[N:14]=[C:18]([C:17]([O:22][CH2:23][CH3:24])=[O:21])[CH:20]=[C:11]2[CH3:12].[Br:4][C:5]1[CH:6]=[CH:7][C:8]([NH2:14])=[C:9]([C:11](=[O:13])[CH3:12])[CH:10]=1. (2) Given the reactants [CH3:1][O:2][C:3]1[CH:8]=[CH:7][C:6]2[C:9]3[N:10]([CH2:23][CH2:24][CH2:25][CH2:26][CH2:27]Cl)[C:11]4[C:16]([C:17]=3[CH2:18][CH2:19][S:20][C:5]=2[CH:4]=1)=[CH:15][C:14]([O:21][CH3:22])=[CH:13][CH:12]=4.[CH3:29][NH:30][CH2:31][CH2:32][CH2:33][CH3:34], predict the reaction product. The product is: [CH3:1][O:2][C:3]1[CH:8]=[CH:7][C:6]2[C:9]3[N:10]([CH2:23][CH2:24][CH2:25][CH2:26][CH2:27][N:30]([CH3:29])[CH2:31][CH2:32][CH2:33][CH3:34])[C:11]4[C:16]([C:17]=3[CH2:18][CH2:19][S:20][C:5]=2[CH:4]=1)=[CH:15][C:14]([O:21][CH3:22])=[CH:13][CH:12]=4.